From a dataset of Catalyst prediction with 721,799 reactions and 888 catalyst types from USPTO. Predict which catalyst facilitates the given reaction. (1) The catalyst class is: 17. Reactant: [OH:1][C:2]1[CH:11]=[CH:10][C:5]([C:6]([NH:8][NH2:9])=O)=[CH:4][CH:3]=1.I.CS[C:15](=[NH:28])[NH:16][C:17]1[CH:22]=[CH:21][C:20]([Cl:23])=[C:19]([C:24]([F:27])([F:26])[F:25])[CH:18]=1. Product: [Cl:23][C:20]1[CH:21]=[CH:22][C:17]([NH:16][C:15]2[NH:28][C:6]([C:5]3[CH:10]=[CH:11][C:2]([OH:1])=[CH:3][CH:4]=3)=[N:8][N:9]=2)=[CH:18][C:19]=1[C:24]([F:25])([F:26])[F:27]. (2) Reactant: [OH-].[Li+].[Br:3][C:4]1[CH:5]=[CH:6][C:7]([O:22][CH2:23][C:24]2[CH:29]=[CH:28][C:27]([O:30][CH3:31])=[CH:26][CH:25]=2)=[C:8]([CH:21]=1)[C:9]([O:11]CC1C=CC(OC)=CC=1)=[O:10]. Product: [Br:3][C:4]1[CH:5]=[CH:6][C:7]([O:22][CH2:23][C:24]2[CH:25]=[CH:26][C:27]([O:30][CH3:31])=[CH:28][CH:29]=2)=[C:8]([CH:21]=1)[C:9]([OH:11])=[O:10]. The catalyst class is: 90. (3) Reactant: [Si]([O:8][CH:9]1[CH2:14][CH2:13][CH:12]([N:15]2[C:23]3[C:18](=[CH:19][CH:20]=[CH:21][CH:22]=3)[CH:17]=[C:16]2[CH:24]2[CH2:26][CH2:25]2)[CH2:11][CH2:10]1)(C(C)(C)C)(C)C.[F-].C([N+](CCCC)(CCCC)CCCC)CCC. Product: [CH:24]1([C:16]2[N:15]([CH:12]3[CH2:13][CH2:14][CH:9]([OH:8])[CH2:10][CH2:11]3)[C:23]3[C:18]([CH:17]=2)=[CH:19][CH:20]=[CH:21][CH:22]=3)[CH2:26][CH2:25]1. The catalyst class is: 7. (4) Reactant: [CH3:1][C:2]1[CH:3]=[C:4]([CH:7]=[CH:8][C:9]=1[N+:10]([O-:12])=[O:11])[CH2:5]Br.[CH3:13][CH:14]1[CH2:19][CH:18]([CH3:20])[CH2:17][NH:16][CH2:15]1.C(=O)([O-])[O-].[K+].[K+]. Product: [CH3:13][CH:14]1[CH2:19][CH:18]([CH3:20])[CH2:17][N:16]([CH2:5][C:4]2[CH:7]=[CH:8][C:9]([N+:10]([O-:12])=[O:11])=[C:2]([CH3:1])[CH:3]=2)[CH2:15]1. The catalyst class is: 21.